Task: Predict the product of the given reaction.. Dataset: Forward reaction prediction with 1.9M reactions from USPTO patents (1976-2016) Given the reactants [Li]CCCC.[B:6](OC(C)C)([O:11]C(C)C)[O:7]C(C)C.[Br:19][C:20]1[CH:25]=[CH:24][CH:23]=[C:22]([F:26])[C:21]=1[O:27][CH3:28].CC(O)=O, predict the reaction product. The product is: [Br:19][C:20]1[CH:25]=[CH:24][C:23]([B:6]([OH:11])[OH:7])=[C:22]([F:26])[C:21]=1[O:27][CH3:28].